Dataset: Peptide-MHC class II binding affinity with 134,281 pairs from IEDB. Task: Regression. Given a peptide amino acid sequence and an MHC pseudo amino acid sequence, predict their binding affinity value. This is MHC class II binding data. (1) The MHC is DRB1_1201 with pseudo-sequence DRB1_1201. The peptide sequence is VDLAKSLRIAAKIYS. The binding affinity (normalized) is 0.481. (2) The MHC is DRB1_0401 with pseudo-sequence DRB1_0401. The binding affinity (normalized) is 0.531. The peptide sequence is NRMVLASTTAKAMEQMAGSS. (3) The peptide sequence is NRWLFRHLAREKNPR. The MHC is HLA-DQA10601-DQB10402 with pseudo-sequence HLA-DQA10601-DQB10402. The binding affinity (normalized) is 0.295. (4) The peptide sequence is IPFVHLGHRDALEDD. The MHC is HLA-DQA10104-DQB10503 with pseudo-sequence HLA-DQA10104-DQB10503. The binding affinity (normalized) is 0.368. (5) The peptide sequence is YDKFLANVSTHLTGK. The MHC is DRB3_0202 with pseudo-sequence DRB3_0202. The binding affinity (normalized) is 0.870.